From a dataset of Full USPTO retrosynthesis dataset with 1.9M reactions from patents (1976-2016). Predict the reactants needed to synthesize the given product. (1) Given the product [Cl:10][C:11]1[CH:12]=[CH:13][C:14]([C:17]2[N:18]=[C:7]([C:3]3[S:4][CH:5]=[CH:6][C:2]=3[Cl:1])[NH:20][N:19]=2)=[CH:15][CH:16]=1, predict the reactants needed to synthesize it. The reactants are: [Cl:1][C:2]1[CH:6]=[CH:5][S:4][C:3]=1[C:7](Cl)=O.[Cl:10][C:11]1[CH:16]=[CH:15][C:14]([C:17]([NH:19][NH2:20])=[NH:18])=[CH:13][CH:12]=1. (2) Given the product [CH:37]1([CH2:38][C@@H:33]([C:27]([NH:9][NH:8][C:7]2[C:2]([F:1])=[C:3]([N:11]3[CH2:16][CH2:15][O:14][CH2:13][C@@H:12]3[CH3:17])[N:4]=[C:5]([CH3:10])[N:6]=2)=[O:26])[CH2:34][N:30]([OH:29])[CH:46]=[O:47])[CH2:36][CH2:20][CH2:18][CH2:19]1, predict the reactants needed to synthesize it. The reactants are: [F:1][C:2]1[C:3]([N:11]2[CH2:16][CH2:15][O:14][CH2:13][C@@H:12]2[CH3:17])=[N:4][C:5]([CH3:10])=[N:6][C:7]=1[NH:8][NH2:9].[CH:18](O)([CH3:20])[CH3:19].CN1C[CH2:27][O:26]CC1.[OH:29][N:30]1[C:34]2N=[CH:36][CH:37]=[CH:38][C:33]=2N=N1.C(Cl)CCl.CN([CH:46]=[O:47])C. (3) Given the product [C:19]([C:21]1[N:25]([CH3:26])[C:24]([C:2]2[CH:7]=[CH:6][C:5]([S:8]([NH:11][CH:12]([CH3:14])[CH3:13])(=[O:10])=[O:9])=[C:4]([C:15]([F:18])([F:17])[F:16])[CH:3]=2)=[CH:23][CH:22]=1)#[N:20], predict the reactants needed to synthesize it. The reactants are: Br[C:2]1[CH:7]=[CH:6][C:5]([S:8]([NH:11][CH:12]([CH3:14])[CH3:13])(=[O:10])=[O:9])=[C:4]([C:15]([F:18])([F:17])[F:16])[CH:3]=1.[C:19]([C:21]1[N:25]([CH3:26])[C:24](B(O)O)=[CH:23][CH:22]=1)#[N:20].[F-].[K+]. (4) Given the product [CH2:1]([O:8][C:9]([NH:11][C@H:12]1[CH2:17][CH2:16][C@H:15]([C:18]([N:20]2[CH2:28][C:27]3[C:22](=[CH:23][CH:24]=[C:25]([CH:29]=[O:30])[CH:26]=3)[CH2:21]2)=[O:19])[CH2:14][CH2:13]1)=[O:10])[C:2]1[CH:3]=[CH:4][CH:5]=[CH:6][CH:7]=1, predict the reactants needed to synthesize it. The reactants are: [CH2:1]([O:8][C:9]([NH:11][C@H:12]1[CH2:17][CH2:16][C@H:15]([C:18]([N:20]2[CH2:28][C:27]3[C:22](=[CH:23][CH:24]=[C:25]([CH2:29][OH:30])[CH:26]=3)[CH2:21]2)=[O:19])[CH2:14][CH2:13]1)=[O:10])[C:2]1[CH:7]=[CH:6][CH:5]=[CH:4][CH:3]=1. (5) The reactants are: [F:1][C:2]1[CH:7]=[C:6]([C:8]2[N:9]([CH2:22][CH2:23][O:24][CH3:25])[C:10]([S:20][CH3:21])=[N:11][C:12]=2[C:13]2[CH:18]=[CH:17][C:16]([F:19])=[CH:15][CH:14]=2)[CH:5]=[CH:4][N:3]=1.[OH:26]O.N. Given the product [F:1][C:2]1[CH:7]=[C:6]([C:8]2[N:9]([CH2:22][CH2:23][O:24][CH3:25])[C:10]([S:20]([CH3:21])=[O:26])=[N:11][C:12]=2[C:13]2[CH:14]=[CH:15][C:16]([F:19])=[CH:17][CH:18]=2)[CH:5]=[CH:4][N:3]=1, predict the reactants needed to synthesize it. (6) Given the product [C:17]([C:16]([NH:15][C:4](=[O:5])[C:3]1[CH:7]=[CH:8][C:9]([C:11]([F:14])([F:13])[F:12])=[CH:10][C:2]=1[F:1])([CH3:32])[CH2:19][N:20]1[N:24]=[C:23]2[C:25]([Cl:31])=[CH:26][C:27]([Cl:30])=[C:28]([Cl:29])[C:22]2=[N:21]1)#[N:18], predict the reactants needed to synthesize it. The reactants are: [F:1][C:2]1[CH:10]=[C:9]([C:11]([F:14])([F:13])[F:12])[CH:8]=[CH:7][C:3]=1[C:4](Cl)=[O:5].[NH2:15][C:16]([CH3:32])([CH2:19][N:20]1[N:24]=[C:23]2[C:25]([Cl:31])=[CH:26][C:27]([Cl:30])=[C:28]([Cl:29])[C:22]2=[N:21]1)[C:17]#[N:18]. (7) Given the product [C:51]([O:50][C:49]([NH:48][CH2:47][C:46]([C:43]1[CH:42]=[CH:41][C:40]([C:27]2[CH:28]=[CH:29][C:24]([C:21]3[NH:20][C:19]([C@@H:6]4[CH2:5][C@H:4]([CH2:3][O:2][CH3:1])[CH2:8][N:7]4[C:9]([O:11][CH2:12][C:13]4[CH:14]=[CH:15][CH:16]=[CH:17][CH:18]=4)=[O:10])=[N:23][CH:22]=3)=[CH:25][CH:26]=2)=[CH:45][CH:44]=1)=[O:56])=[O:55])([CH3:54])([CH3:52])[CH3:53], predict the reactants needed to synthesize it. The reactants are: [CH3:1][O:2][CH2:3][C@@H:4]1[CH2:8][N:7]([C:9]([O:11][CH2:12][C:13]2[CH:18]=[CH:17][CH:16]=[CH:15][CH:14]=2)=[O:10])[C@H:6]([C:19]2[NH:20][C:21]([C:24]3[CH:29]=[CH:28][C:27](B4OC(C)(C)C(C)(C)O4)=[CH:26][CH:25]=3)=[CH:22][N:23]=2)[CH2:5]1.Br[C:40]1[CH:45]=[CH:44][C:43]([C:46](=[O:56])[CH2:47][NH:48][C:49](=[O:55])[O:50][C:51]([CH3:54])([CH3:53])[CH3:52])=[CH:42][CH:41]=1.C([O-])([O-])=O.[K+].[K+]. (8) Given the product [CH3:24][O:23][C:21](=[O:22])[C:20]1[CH:25]=[CH:26][CH:27]=[CH:28][C:19]=1[S:18][C:5]1[CH:4]=[CH:3][C:2]([Br:1])=[CH:7][C:6]=1[N+:8]([O-:10])=[O:9], predict the reactants needed to synthesize it. The reactants are: [Br:1][C:2]1[CH:3]=[CH:4][C:5](F)=[C:6]([N+:8]([O-:10])=[O:9])[CH:7]=1.C([O-])([O-])=O.[Cs+].[Cs+].[SH:18][C:19]1[CH:28]=[CH:27][CH:26]=[CH:25][C:20]=1[C:21]([O:23][CH3:24])=[O:22].O.